From a dataset of TCR-epitope binding with 47,182 pairs between 192 epitopes and 23,139 TCRs. Binary Classification. Given a T-cell receptor sequence (or CDR3 region) and an epitope sequence, predict whether binding occurs between them. (1) The TCR CDR3 sequence is CASRQDRGLAYEQYF. Result: 0 (the TCR does not bind to the epitope). The epitope is RPPIFIRRL. (2) The epitope is NLWNTFTRL. The TCR CDR3 sequence is CASSLYTEAFF. Result: 0 (the TCR does not bind to the epitope). (3) The epitope is VLQAVGACV. The TCR CDR3 sequence is CASSQLGRGDNEQFF. Result: 0 (the TCR does not bind to the epitope). (4) The epitope is TEILPVSMTK. The TCR CDR3 sequence is CASNHRPGQGYYEQYF. Result: 0 (the TCR does not bind to the epitope). (5) The epitope is GTSGSPIVNR. The TCR CDR3 sequence is CASSAVDRVTSYNEQFF. Result: 0 (the TCR does not bind to the epitope). (6) The epitope is LEPLVDLPI. The TCR CDR3 sequence is CASSPPDRGYEQYF. Result: 1 (the TCR binds to the epitope).